This data is from Forward reaction prediction with 1.9M reactions from USPTO patents (1976-2016). The task is: Predict the product of the given reaction. (1) The product is: [CH:1]1([C:5]2[CH:9]=[C:8]([NH:10][C:24](=[O:25])[O:26][C:27]3[CH:32]=[CH:31][CH:30]=[CH:29][CH:28]=3)[N:7]([C:11]3[CH:16]=[CH:15][CH:14]=[CH:13][CH:12]=3)[N:6]=2)[CH2:2][CH2:3][CH2:4]1. Given the reactants [CH:1]1([C:5]2[CH:9]=[C:8]([NH2:10])[N:7]([C:11]3[CH:16]=[CH:15][CH:14]=[CH:13][CH:12]=3)[N:6]=2)[CH2:4][CH2:3][CH2:2]1.C(=O)([O-])[O-].[K+].[K+].Cl[C:24]([O:26][C:27]1[CH:32]=[CH:31][CH:30]=[CH:29][CH:28]=1)=[O:25], predict the reaction product. (2) Given the reactants [Br:1][C:2]1[C:7]([C:8](=[O:10])[CH3:9])=[CH:6][CH:5]=[CH:4][N:3]=1.[Br:11]Br, predict the reaction product. The product is: [Br:11][CH2:9][C:8]([C:7]1[C:2]([Br:1])=[N:3][CH:4]=[CH:5][CH:6]=1)=[O:10]. (3) Given the reactants [C:1]([O:5][C:6]([N:8]1[CH2:13][CH2:12][N:11]([C:14]2[N:15]=[N:16][C:17]([C:27]([F:30])([F:29])[F:28])=[C:18]([C:20]3[CH:25]=[CH:24][C:23](Br)=[CH:22][CH:21]=3)[CH:19]=2)[CH2:10][CH2:9]1)=[O:7])([CH3:4])([CH3:3])[CH3:2].[F:31][C:32]1[CH:37]=[CH:36][C:35](B(O)O)=[CH:34][CH:33]=1.P([O-])([O-])([O-])=O.[K+].[K+].[K+], predict the reaction product. The product is: [C:1]([O:5][C:6]([N:8]1[CH2:13][CH2:12][N:11]([C:14]2[N:15]=[N:16][C:17]([C:27]([F:30])([F:29])[F:28])=[C:18]([C:20]3[CH:25]=[CH:24][C:23]([C:35]4[CH:36]=[CH:37][C:32]([F:31])=[CH:33][CH:34]=4)=[CH:22][CH:21]=3)[CH:19]=2)[CH2:10][CH2:9]1)=[O:7])([CH3:4])([CH3:3])[CH3:2]. (4) The product is: [CH3:19][O:20][C:17](=[O:2])[CH2:16][C:9]1[CH:10]=[CH:11][C:12]([N+:13]([O-:15])=[O:14])=[C:7]([CH3:6])[CH:8]=1. Given the reactants S(=O)(=O)(O)[OH:2].[CH3:6][C:7]1[CH:8]=[C:9]([CH2:16][C:17]#N)[CH:10]=[CH:11][C:12]=1[N+:13]([O-:15])=[O:14].[CH3:19][OH:20], predict the reaction product. (5) Given the reactants [C:1]([O:5][C:6]([N:8]([CH2:15][CH2:16][N:17]1[C:26]2[C:21]([C:22](=[O:28])[NH:23][C:24](=[O:27])[N:25]=2)=[N:20][C:19]2[CH:29]=[C:30]([CH3:34])[C:31]([CH3:33])=[CH:32][C:18]1=2)[CH2:9][CH2:10][CH2:11][C:12]([OH:14])=O)=[O:7])([CH3:4])([CH3:3])[CH3:2].F[P-](F)(F)(F)(F)F.C[N+](C)=C(N(C)C)O.Cl.[CH2:51]([O:58][NH2:59])[C:52]1[CH:57]=[CH:56][CH:55]=[CH:54][CH:53]=1.C(N(C(C)C)CC)(C)C, predict the reaction product. The product is: [C:1]([O:5][C:6](=[O:7])[N:8]([CH2:9][CH2:10][CH2:11][C:12](=[O:14])[NH:59][O:58][CH2:51][C:52]1[CH:57]=[CH:56][CH:55]=[CH:54][CH:53]=1)[CH2:15][CH2:16][N:17]1[C:26]2[C:21]([C:22](=[O:28])[NH:23][C:24](=[O:27])[N:25]=2)=[N:20][C:19]2[CH:29]=[C:30]([CH3:34])[C:31]([CH3:33])=[CH:32][C:18]1=2)([CH3:3])([CH3:4])[CH3:2]. (6) Given the reactants [ClH:1].[C:2]([CH2:4][CH:5]([N:21]1[CH:25]=[C:24]([C:26]2[C:27]3[CH:34]=[CH:33][N:32]([CH2:35][O:36][CH2:37][CH2:38][Si:39]([CH3:42])([CH3:41])[CH3:40])[C:28]=3[N:29]=[CH:30][N:31]=2)[CH:23]=[N:22]1)[CH2:6][N:7]1[CH2:12][CH2:11][N:10](C(OC(C)(C)C)=O)[CH2:9][C@H:8]1[CH3:20])#[N:3], predict the reaction product. The product is: [ClH:1].[CH3:20][C@@H:8]1[CH2:9][NH:10][CH2:11][CH2:12][N:7]1[CH2:6][CH:5]([N:21]1[CH:25]=[C:24]([C:26]2[C:27]3[CH:34]=[CH:33][N:32]([CH2:35][O:36][CH2:37][CH2:38][Si:39]([CH3:41])([CH3:40])[CH3:42])[C:28]=3[N:29]=[CH:30][N:31]=2)[CH:23]=[N:22]1)[CH2:4][C:2]#[N:3]. (7) Given the reactants C([NH:4]/[N:5]=[CH:6]/[C:7](/[C:14]([F:17])([F:16])[F:15])=[CH:8]\[C:9](OCC)=[O:10])(=O)N.C([O-])([O-])=O.[Na+].[Na+], predict the reaction product. The product is: [F:15][C:14]([F:17])([F:16])[C:7]1[CH:6]=[N:5][NH:4][C:9](=[O:10])[CH:8]=1.